Dataset: Forward reaction prediction with 1.9M reactions from USPTO patents (1976-2016). Task: Predict the product of the given reaction. (1) Given the reactants [CH3:1][C:2]([CH3:9])([CH3:8])[C:3](=O)[CH2:4][C:5]#[N:6].[ClH:10].[NH:11]([C:13]1[CH:14]=[C:15]([CH:20]=[CH:21][CH:22]=1)[O:16][CH2:17][CH2:18][OH:19])[NH2:12], predict the reaction product. The product is: [ClH:10].[NH2:6][C:5]1[N:11]([C:13]2[CH:14]=[C:15]([CH:20]=[CH:21][CH:22]=2)[O:16][CH2:17][CH2:18][OH:19])[N:12]=[C:3]([C:2]([CH3:9])([CH3:8])[CH3:1])[CH:4]=1. (2) Given the reactants [C:1]([O:5][C:6](=[O:30])[NH:7][CH:8]1[C:14](=[O:15])[N:13]([CH2:16][CH2:17][O:18][CH2:19][C:20]2[CH:25]=[CH:24][CH:23]=[CH:22][CH:21]=2)[C:12]2[CH:26]=[CH:27][CH:28]=[CH:29][C:11]=2[NH:10][CH2:9]1)([CH3:4])([CH3:3])[CH3:2].[C:31](=[O:34])([O-])[O-:32].[Cs+].[Cs+].FC(F)(F)S(O[CH2:43][C:44]([F:47])([F:46])[F:45])(=O)=O, predict the reaction product. The product is: [F:45][C:44]([F:47])([F:46])[CH2:43][O:32][C:31]([N:10]1[CH2:9][C@H:8]([NH:7][C:6]([O:5][C:1]([CH3:4])([CH3:2])[CH3:3])=[O:30])[C:14](=[O:15])[N:13]([CH2:16][CH2:17][O:18][CH2:19][C:20]2[CH:25]=[CH:24][CH:23]=[CH:22][CH:21]=2)[C:12]2[CH:26]=[CH:27][CH:28]=[CH:29][C:11]1=2)=[O:34]. (3) Given the reactants [N:1]1[CH:6]=[CH:5][CH:4]=[C:3]([NH:7][C:8](=[O:15])OCC(Cl)(Cl)Cl)[CH:2]=1.[F:16][C:17]1[CH:18]=[C:19]([C:23]2[N:24]=[C:25]([N:28]3[CH2:33][CH2:32][NH:31][CH2:30][CH2:29]3)[S:26][CH:27]=2)[CH:20]=[CH:21][CH:22]=1.C(N(C(C)C)CC)(C)C.O, predict the reaction product. The product is: [F:16][C:17]1[CH:18]=[C:19]([C:23]2[N:24]=[C:25]([N:28]3[CH2:29][CH2:30][N:31]([C:8]([NH:7][C:3]4[CH:2]=[N:1][CH:6]=[CH:5][CH:4]=4)=[O:15])[CH2:32][CH2:33]3)[S:26][CH:27]=2)[CH:20]=[CH:21][CH:22]=1. (4) Given the reactants C([O:4][CH:5]([CH2:39][O:40][CH:41]([CH3:43])[CH3:42])[CH2:6][O:7][C:8]1[CH:13]=[CH:12][C:11](/[CH:14]=[CH:15]/[C:16](=[O:26])[NH:17][S:18]([CH2:21][CH2:22][CH2:23][CH2:24][CH3:25])(=[O:20])=[O:19])=[C:10]([O:27][C:28]2[C:33]([Cl:34])=[CH:32][C:31]([C:35]([F:38])([F:37])[F:36])=[CH:30][N:29]=2)[CH:9]=1)(=O)C.O1CCCC1.[OH-].[Na+].Cl, predict the reaction product. The product is: [Cl:34][C:33]1[C:28]([O:27][C:10]2[CH:9]=[C:8]([O:7][CH2:6][CH:5]([OH:4])[CH2:39][O:40][CH:41]([CH3:43])[CH3:42])[CH:13]=[CH:12][C:11]=2/[CH:14]=[CH:15]/[C:16]([NH:17][S:18]([CH2:21][CH2:22][CH2:23][CH2:24][CH3:25])(=[O:20])=[O:19])=[O:26])=[N:29][CH:30]=[C:31]([C:35]([F:37])([F:36])[F:38])[CH:32]=1. (5) Given the reactants [CH2:1]([O:3][C:4]1[N:5]=[C:6]2[C:11](=[CH:12][CH:13]=1)[NH:10][CH:9]=[C:8]([C:14]([OH:16])=O)[C:7]2=[O:17])[CH3:2].[CH2:18]([NH2:25])[C:19]1[CH:24]=[CH:23][CH:22]=[CH:21][CH:20]=1, predict the reaction product. The product is: [CH2:18]([NH:25][C:14]([C:8]1[C:7](=[O:17])[C:6]2[C:11](=[CH:12][CH:13]=[C:4]([O:3][CH2:1][CH3:2])[N:5]=2)[NH:10][CH:9]=1)=[O:16])[C:19]1[CH:24]=[CH:23][CH:22]=[CH:21][CH:20]=1. (6) Given the reactants N1C=CC=CC=1.C(N(CC)CC)C.[C:14]([O:18][C:19]([N:21]1[CH2:29][C:28]2[C:27]([O:30][C:31]3[CH:32]=[C:33]4[C:37](=[CH:38][CH:39]=3)[N:36]([C:40](=[O:52])[NH:41][C:42]3[CH:46]=[C:45]([C:47]5([CH2:50][OH:51])[CH2:49][CH2:48]5)[O:44][N:43]=3)[CH:35]=[CH:34]4)=[N:26][CH:25]=[N:24][C:23]=2[CH2:22]1)=[O:20])([CH3:17])([CH3:16])[CH3:15], predict the reaction product. The product is: [C:14]([O:18][C:19]([N:21]1[CH2:29][C:28]2[C:27]([O:30][C:31]3[CH:32]=[C:33]4[C:37](=[CH:38][CH:39]=3)[N:36]([C:40](=[O:52])[NH:41][C:42]3[CH:46]=[C:45]([C:47]5([CH:50]=[O:51])[CH2:48][CH2:49]5)[O:44][N:43]=3)[CH:35]=[CH:34]4)=[N:26][CH:25]=[N:24][C:23]=2[CH2:22]1)=[O:20])([CH3:17])([CH3:15])[CH3:16].